From a dataset of Catalyst prediction with 721,799 reactions and 888 catalyst types from USPTO. Predict which catalyst facilitates the given reaction. (1) Reactant: B(Br)(Br)Br.C[O:6][C:7](=[O:31])[CH2:8][C:9]1[C:17]2[C:12](=[N:13][CH:14]=[CH:15][CH:16]=2)[N:11]([S:18]([C:21]2[CH:26]=[CH:25][C:24]([F:27])=[C:23]([C:28]#[N:29])[CH:22]=2)(=[O:20])=[O:19])[C:10]=1[CH3:30].O. Product: [C:28]([C:23]1[CH:22]=[C:21]([S:18]([N:11]2[C:12]3=[N:13][CH:14]=[CH:15][CH:16]=[C:17]3[C:9]([CH2:8][C:7]([OH:31])=[O:6])=[C:10]2[CH3:30])(=[O:19])=[O:20])[CH:26]=[CH:25][C:24]=1[F:27])#[N:29]. The catalyst class is: 2. (2) Reactant: CC1C=CC(S(OCC2(C)CC3C=C(Cl)C=C(C4C=CC=CC=4)C=3O2)(=O)=O)=CC=1.[N-]=[N+]=[N-].[Na+].[N:34]([CH2:37][C:38]1([CH3:54])[CH2:42][C:41]2[CH:43]=[C:44]([Cl:53])[CH:45]=[C:46]([C:47]3[CH:52]=[CH:51][CH:50]=[CH:49][CH:48]=3)[C:40]=2[O:39]1)=[N+]=[N-].[N-]=[N+]=[N-]. Product: [Cl:53][C:44]1[CH:45]=[C:46]([C:47]2[CH:52]=[CH:51][CH:50]=[CH:49][CH:48]=2)[C:40]2[O:39][C:38]([CH2:37][NH2:34])([CH3:54])[CH2:42][C:41]=2[CH:43]=1. The catalyst class is: 553. (3) Reactant: [Cl:1][C:2]1[N:3]=[CH:4][N:5]([C:7]2[CH:12]=[CH:11][C:10]([NH:13][C:14]3[N:24]=[C:17]4[C:18](=[O:23])[CH2:19][CH2:20][CH2:21][CH2:22][N:16]4[N:15]=3)=[CH:9][C:8]=2[O:25][CH3:26])[CH:6]=1.[F:27][C:28]1[CH:33]=[CH:32][C:31]([Mg]Br)=[CH:30][CH:29]=1.C1COCC1. Product: [Cl:1][C:2]1[N:3]=[CH:4][N:5]([C:7]2[CH:12]=[CH:11][C:10]([NH:13][C:14]3[N:24]=[C:17]4[C:18]([C:31]5[CH:32]=[CH:33][C:28]([F:27])=[CH:29][CH:30]=5)([OH:23])[CH2:19][CH2:20][CH2:21][CH2:22][N:16]4[N:15]=3)=[CH:9][C:8]=2[O:25][CH3:26])[CH:6]=1. The catalyst class is: 1. (4) Reactant: [Br:1][CH2:2][C:3]([C:5]1[C:14]2[C:9](=[CH:10][CH:11]=[CH:12][CH:13]=2)[C:8]([CH3:15])=[CH:7][CH:6]=1)=O.[NH:16]1[CH2:20][CH2:19][NH:18][C:17]1=[S:21].CC(O)=O. Product: [BrH:1].[CH3:15][C:8]1[C:9]2[C:14](=[CH:13][CH:12]=[CH:11][CH:10]=2)[C:5]([C:3]2[N:18]3[CH2:19][CH2:20][N:16]=[C:17]3[S:21][CH:2]=2)=[CH:6][CH:7]=1. The catalyst class is: 14. (5) Reactant: [SH:1][C:2]1[CH:7]=[CH:6][N:5]=[CH:4][CH:3]=1.F[C:9]1[CH:14]=[CH:13][CH:12]=[CH:11][C:10]=1[N+:15]([O-:17])=[O:16].C(=O)([O-])[O-].[K+].[K+]. Product: [N+:15]([C:10]1[CH:11]=[CH:12][CH:13]=[CH:14][C:9]=1[S:1][C:2]1[CH:7]=[CH:6][N:5]=[CH:4][CH:3]=1)([O-:17])=[O:16]. The catalyst class is: 3. (6) Reactant: [F:1][C:2]1[CH:10]=[C:9]([C:11]2[N:16]=[C:15]3[N:17]([CH2:20][C:21]4[CH:22]=[C:23]5[C:28](=[CH:29][CH:30]=4)[N:27]=[CH:26][CH:25]=[CH:24]5)[N:18]=[N:19][C:14]3=[CH:13][CH:12]=2)[CH:8]=[C:7]([F:31])[C:3]=1[C:4]([OH:6])=O.[NH3:32]. Product: [F:1][C:2]1[CH:10]=[C:9]([C:11]2[N:16]=[C:15]3[N:17]([CH2:20][C:21]4[CH:22]=[C:23]5[C:28](=[CH:29][CH:30]=4)[N:27]=[CH:26][CH:25]=[CH:24]5)[N:18]=[N:19][C:14]3=[CH:13][CH:12]=2)[CH:8]=[C:7]([F:31])[C:3]=1[C:4]([NH2:32])=[O:6]. The catalyst class is: 309. (7) Reactant: [BH3-][C:2]#[N:3].[Na+].N[C:6]1[C:10]([C:11]([O:13][CH2:14][CH3:15])=[O:12])=[CH:9][N:8]([CH2:16][C:17]2[CH:22]=[CH:21][C:20]([O:23][CH3:24])=[CH:19][CH:18]=2)[N:7]=1.[CH2:25]=O. Product: [CH3:25][N:3]([CH3:2])[C:6]1[C:10]([C:11]([O:13][CH2:14][CH3:15])=[O:12])=[CH:9][N:8]([CH2:16][C:17]2[CH:22]=[CH:21][C:20]([O:23][CH3:24])=[CH:19][CH:18]=2)[N:7]=1. The catalyst class is: 15.